Dataset: Full USPTO retrosynthesis dataset with 1.9M reactions from patents (1976-2016). Task: Predict the reactants needed to synthesize the given product. Given the product [CH:1]([O:4][C:5]1[CH:10]=[CH:9][C:8]([B:17]([OH:22])[OH:18])=[CH:7][N:6]=1)([CH3:3])[CH3:2], predict the reactants needed to synthesize it. The reactants are: [CH:1]([O:4][C:5]1[CH:10]=[CH:9][C:8](Br)=[CH:7][N:6]=1)([CH3:3])[CH3:2].C([Li])CCC.[B:17](OC(C)C)([O:22]C(C)C)[O:18]C(C)C.